This data is from CYP2C19 inhibition data for predicting drug metabolism from PubChem BioAssay. The task is: Regression/Classification. Given a drug SMILES string, predict its absorption, distribution, metabolism, or excretion properties. Task type varies by dataset: regression for continuous measurements (e.g., permeability, clearance, half-life) or binary classification for categorical outcomes (e.g., BBB penetration, CYP inhibition). Dataset: cyp2c19_veith. (1) The molecule is CC(C)=CCc1c2c(c3occ(-c4ccc(O)c(O)c4)c(=O)c3c1O)C=CC(C)(C)O2. The result is 1 (inhibitor). (2) The molecule is COc1cccc(-c2ccc3ncnc(NCCN4CCOCC4)c3c2)c1. The result is 0 (non-inhibitor). (3) The drug is Cc1ccccc1NC(=O)CN1CCC(n2nnc3ccccc32)CC1. The result is 1 (inhibitor). (4) The molecule is C[C@H]1C[C@@H](C)C(=O)[C@@H]([C@H](O)CC2CC(=O)NC(=O)C2)C1. The result is 0 (non-inhibitor). (5) The result is 1 (inhibitor). The drug is S=C1N(c2ccccc2)C(c2ccc(Cl)cc2)N2CCCN12.